Dataset: Forward reaction prediction with 1.9M reactions from USPTO patents (1976-2016). Task: Predict the product of the given reaction. (1) Given the reactants O[Li].O.OO.C([C@H]1COC(=O)N1[C:19](=[O:40])[C@@H:20]([C:33]1[CH:38]=[CH:37][C:36]([Cl:39])=[CH:35][CH:34]=1)[CH2:21]N(C(C)C)C(=O)OC(C)(C)C)C1C=CC=CC=1.[O-:41]S([O-])=O.[Na+].[Na+], predict the reaction product. The product is: [Cl:39][C:36]1[CH:35]=[CH:34][C:33]([CH:20]([CH3:21])[C:19]([OH:40])=[O:41])=[CH:38][CH:37]=1. (2) Given the reactants [Cl:1][C:2]1[CH:3]=[C:4]([C:14]2([OH:21])[CH2:17][CH:16]([C:18](O)=[O:19])[CH2:15]2)[CH:5]=[CH:6][C:7]=1[CH2:8][N:9]1[CH2:13][CH2:12][CH2:11][CH2:10]1.Cl.[O:23]1[C:29]2[CH:30]=[CH:31][CH:32]=[CH:33][C:28]=2[CH2:27][NH:26][CH2:25][CH2:24]1.C(N(CC)CC)C.C(P1(=O)OP(CCC)(=O)OP(CCC)(=O)O1)CC.[OH-].[Na+], predict the reaction product. The product is: [Cl:1][C:2]1[CH:3]=[C:4]([C:14]2([OH:21])[CH2:15][CH:16]([C:18]([N:26]3[CH2:27][C:28]4[CH:33]=[CH:32][CH:31]=[CH:30][C:29]=4[O:23][CH2:24][CH2:25]3)=[O:19])[CH2:17]2)[CH:5]=[CH:6][C:7]=1[CH2:8][N:9]1[CH2:10][CH2:11][CH2:12][CH2:13]1. (3) Given the reactants P(Cl)(Cl)(Cl)=O.[Br:6][C:7]1[CH:8]=[C:9]([CH:13]=[C:14]([Br:17])[C:15]=1[F:16])[C:10]([NH2:12])=O, predict the reaction product. The product is: [Br:6][C:7]1[CH:8]=[C:9]([CH:13]=[C:14]([Br:17])[C:15]=1[F:16])[C:10]#[N:12]. (4) Given the reactants [NH:1]1[CH2:6][CH2:5][CH:4]([NH:7][C:8]([C:10]2[C:14]3[N:15]=[CH:16][N:17]=[C:18]([C:19]4[CH:24]=[C:23]([O:25][CH3:26])[CH:22]=[CH:21][C:20]=4[O:27][CH2:28][CH:29]4[CH2:31][CH2:30]4)[C:13]=3[NH:12][CH:11]=2)=[O:9])[CH2:3][CH2:2]1.Cl[C:33]([C@@H:35]([O:37]C(=O)C)[CH3:36])=[O:34], predict the reaction product. The product is: [OH:37][C@@H:35]([CH3:36])[C:33]([N:1]1[CH2:2][CH2:3][CH:4]([NH:7][C:8]([C:10]2[C:14]3[N:15]=[CH:16][N:17]=[C:18]([C:19]4[CH:24]=[C:23]([O:25][CH3:26])[CH:22]=[CH:21][C:20]=4[O:27][CH2:28][CH:29]4[CH2:30][CH2:31]4)[C:13]=3[NH:12][CH:11]=2)=[O:9])[CH2:5][CH2:6]1)=[O:34]. (5) The product is: [Br:1][C:2]1[CH:18]=[CH:17][C:5]([C:6]2[NH:15][C:14](=[O:16])[C:9]3([CH2:13][CH2:12][CH2:11][CH2:10]3)[N:8]=2)=[CH:4][CH:3]=1. Given the reactants [Br:1][C:2]1[CH:18]=[CH:17][C:5]([C:6]([NH:8][C:9]2([C:14](=[O:16])[NH2:15])[CH2:13][CH2:12][CH2:11][CH2:10]2)=O)=[CH:4][CH:3]=1.[OH-].[Na+], predict the reaction product. (6) Given the reactants [CH:1]([C:3]1[S:7][C:6]([N:8]2[CH2:12][CH2:11][CH2:10][C@H:9]2[C:13]([O:15]C(C)(C)C)=[O:14])=[N:5][CH:4]=1)=[O:2].Cl.CCOCC, predict the reaction product. The product is: [CH:1]([C:3]1[S:7][C:6]([N:8]2[CH2:12][CH2:11][CH2:10][C@H:9]2[C:13]([OH:15])=[O:14])=[N:5][CH:4]=1)=[O:2].